The task is: Predict the product of the given reaction.. This data is from Forward reaction prediction with 1.9M reactions from USPTO patents (1976-2016). (1) Given the reactants [OH:1][NH:2][C:3](=[O:27])[CH:4]=[CH:5][C:6]1[CH:7]=[C:8]2[C:12](=[CH:13][CH:14]=1)[N:11]([S:15]([C:18]1[CH:23]=[CH:22][C:21]([N+:24]([O-])=O)=[CH:20][CH:19]=1)(=[O:17])=[O:16])[CH:10]=[CH:9]2.[Cl-].[NH4+], predict the reaction product. The product is: [NH3:2].[NH2:24][C:21]1[CH:20]=[CH:19][C:18]([S:15]([N:11]2[C:12]3[C:8](=[CH:7][C:6]([CH:5]=[CH:4][C:3]([NH:2][OH:1])=[O:27])=[CH:14][CH:13]=3)[CH:9]=[CH:10]2)(=[O:17])=[O:16])=[CH:23][CH:22]=1. (2) Given the reactants [H-].[Na+].[Cl:3][C:4]1[CH:13]=[C:12]2[C:7]([C:8](=O)[CH2:9][CH:10]=[N:11]2)=[CH:6][CH:5]=1.[C:15]([O:19][C:20]([N:22]1[CH2:27][CH:26]([CH3:28])[NH:25][CH2:24][CH:23]1[CH3:29])=[O:21])([CH3:18])([CH3:17])[CH3:16], predict the reaction product. The product is: [C:15]([O:19][C:20]([N:22]1[CH:23]([CH3:29])[CH2:24][N:25]([C:8]2[C:7]3[C:12](=[CH:13][C:4]([Cl:3])=[CH:5][CH:6]=3)[N:11]=[CH:10][CH:9]=2)[CH:26]([CH3:28])[CH2:27]1)=[O:21])([CH3:18])([CH3:16])[CH3:17]. (3) Given the reactants [S:1]1[C:5]2[CH:6]=[C:7]([N:10]3[CH2:14][CH2:13][NH:12][C:11]3=[O:15])[CH:8]=[CH:9][C:4]=2[N:3]=[CH:2]1.Br[C:17]1[C:18]([CH3:24])=[CH:19][C:20]([F:23])=[N:21][CH:22]=1.CN[C@@H]1CCCC[C@H]1NC.P([O-])([O-])([O-])=O.[K+].[K+].[K+], predict the reaction product. The product is: [S:1]1[C:5]2[CH:6]=[C:7]([N:10]3[CH2:14][CH2:13][N:12]([C:17]4[CH:22]=[N:21][C:20]([F:23])=[CH:19][C:18]=4[CH3:24])[C:11]3=[O:15])[CH:8]=[CH:9][C:4]=2[N:3]=[CH:2]1. (4) Given the reactants Br[CH2:2][C:3]1[CH:8]=[C:7]([O:9][CH3:10])[C:6]([CH2:11]Br)=[CH:5][C:4]=1[O:13][CH3:14].[C:15]([O-:18])([O-])=O.[K+].[K+].[CH3:21][OH:22], predict the reaction product. The product is: [CH3:10][O:9][C:7]1[CH:8]=[C:3]([CH2:2][O:22][CH3:21])[C:4]([O:13][CH3:14])=[CH:5][C:6]=1[CH2:11][O:18][CH3:15]. (5) Given the reactants C([N:8]1[CH2:18][CH:17]2[CH2:19][CH:10]([C:11]3[CH:12]=[N:13][C:14](C)=[N:15][C:16]=32)[CH2:9]1)C1C=CC=CC=1.C(O)(=O)C.C(N)=[NH:26], predict the reaction product. The product is: [CH:17]12[CH2:19][CH:10]([CH2:9][NH:8][CH2:18]1)[C:11]1[CH:12]=[N:13][C:14]([NH2:26])=[N:15][C:16]2=1.